Task: Predict the product of the given reaction.. Dataset: Forward reaction prediction with 1.9M reactions from USPTO patents (1976-2016) (1) The product is: [CH:29]1([C:2]2[C:7](=[O:8])[N:6]([CH2:9][C:10]3[CH:15]=[CH:14][C:13]([C:16]4[C:17]([C:22]#[N:23])=[CH:18][CH:19]=[CH:20][CH:21]=4)=[CH:12][CH:11]=3)[C:5]([CH2:24][CH2:25][CH3:26])=[N:4][C:3]=2[CH2:27][CH3:28])[CH2:31][CH2:30]1. Given the reactants Br[C:2]1[C:7](=[O:8])[N:6]([CH2:9][C:10]2[CH:15]=[CH:14][C:13]([C:16]3[C:17]([C:22]#[N:23])=[CH:18][CH:19]=[CH:20][CH:21]=3)=[CH:12][CH:11]=2)[C:5]([CH2:24][CH2:25][CH3:26])=[N:4][C:3]=1[CH2:27][CH3:28].[CH:29]1(B(O)O)[CH2:31][CH2:30]1.P([O-])([O-])([O-])=O.[K+].[K+].[K+].C1(P(C2CCCCC2)C2CCCCC2)CCCCC1, predict the reaction product. (2) Given the reactants [O-2:1].[Ce+3:2].[O-2:3].[O-2:4].[Ce+3].O.[NH3:7], predict the reaction product. The product is: [N+:7]([O-:4])([O-:3])=[O:1].[Ce+3:2].[N+:7]([O-:4])([O-:3])=[O:1].[N+:7]([O-:4])([O-:3])=[O:1].